This data is from Catalyst prediction with 721,799 reactions and 888 catalyst types from USPTO. The task is: Predict which catalyst facilitates the given reaction. Reactant: [CH3:1][N:2]1[CH2:8][CH2:7][CH2:6][N:5]([C:9]2[CH:10]=[N:11][C:12]([N+:15]([O-])=O)=[CH:13][CH:14]=2)[CH2:4][CH2:3]1.Br[C:19]1[C:20](=[O:27])[N:21]([CH3:26])[CH:22]=[C:23]([Br:25])[CH:24]=1.C(=O)([O-])[O-].[Cs+].[Cs+].CC1(C)C2C(=C(P(C3C=CC=CC=3)C3C=CC=CC=3)C=CC=2)OC2C(P(C3C=CC=CC=3)C3C=CC=CC=3)=CC=CC1=2. Product: [Br:25][C:23]1[CH:24]=[C:19]([NH:15][C:12]2[CH:13]=[CH:14][C:9]([N:5]3[CH2:6][CH2:7][CH2:8][N:2]([CH3:1])[CH2:3][CH2:4]3)=[CH:10][N:11]=2)[C:20](=[O:27])[N:21]([CH3:26])[CH:22]=1. The catalyst class is: 110.